From a dataset of Catalyst prediction with 721,799 reactions and 888 catalyst types from USPTO. Predict which catalyst facilitates the given reaction. (1) Reactant: [F:1][C:2]1[CH:19]=[C:18]([F:20])[CH:17]=[CH:16][C:3]=1[NH:4][C:5]1[CH:13]=[C:12]([F:14])[C:11]([F:15])=[CH:10][C:6]=1[C:7]([OH:9])=O.[C:21]([O:25][C:26]([CH3:29])([CH3:28])[CH3:27])(=[O:24])[NH:22][NH2:23].C(N=C=NCCCN(C)C)C. Product: [C:26]([O:25][C:21]([N:22]([C:7](=[O:9])[C:6]1[CH:10]=[C:11]([F:15])[C:12]([F:14])=[CH:13][C:5]=1[NH:4][C:3]1[CH:16]=[CH:17][C:18]([F:20])=[CH:19][C:2]=1[F:1])[NH2:23])=[O:24])([CH3:29])([CH3:28])[CH3:27]. The catalyst class is: 4. (2) Reactant: [N:1]1([CH2:7][CH2:8][N:9]2[C:13]3[CH:14]=[CH:15][CH:16]=[CH:17][C:12]=3[N:11]([C:18]([NH:20][C@H:21]([C:26]([OH:28])=[O:27])[C:22]([CH3:25])([CH3:24])[CH3:23])=[O:19])[C:10]2=[O:29])[CH2:6][CH2:5][O:4][CH2:3][CH2:2]1.Cl.N[C@H](C(OC)=O)C(C)(C)C.O[NH:42][C:43](=[NH:45])[CH3:44].C(N(CC)CC)C.C1C=CC2N(O)N=NC=2C=1.CCN=C=NCCCN(C)C. Product: [NH2:45][C:43](=[N:42][O:27][C:26]([C@@H:21]([NH:20][C:18]([N:11]1[C:12]2[CH:17]=[CH:16][CH:15]=[CH:14][C:13]=2[N:9]([CH2:8][CH2:7][N:1]2[CH2:6][CH2:5][O:4][CH2:3][CH2:2]2)[C:10]1=[O:29])=[O:19])[C:22]([CH3:23])([CH3:24])[CH3:25])=[O:28])[CH3:44]. The catalyst class is: 3. (3) Reactant: [Si:1](Cl)([C:4]([CH3:7])([CH3:6])[CH3:5])([CH3:3])[CH3:2].[NH2:9][C:10]1[S:11][C:12]([C:17]([O:19][CH3:20])=[O:18])=[C:13]([CH2:15][OH:16])[N:14]=1.N1C=CN=C1. Product: [NH2:9][C:10]1[S:11][C:12]([C:17]([O:19][CH3:20])=[O:18])=[C:13]([CH2:15][O:16][Si:1]([C:4]([CH3:7])([CH3:6])[CH3:5])([CH3:3])[CH3:2])[N:14]=1. The catalyst class is: 3. (4) Reactant: [CH:1]([C:3]1[N:4]=[C:5]([C:19]2[CH:24]=[CH:23][CH:22]=[CH:21][CH:20]=2)[N:6]([CH:8]([C:13]2[CH:18]=[CH:17][CH:16]=[CH:15][CH:14]=2)[C:9]([O:11]C)=O)[CH:7]=1)=O.CO.[CH3:27][NH2:28].[BH4-].[Na+].[ClH:31].C(=O)([O-])O.[Na+]. Product: [ClH:31].[ClH:31].[CH3:27][NH:28][CH2:1][C:3]1[N:4]=[C:5]([C:19]2[CH:24]=[CH:23][CH:22]=[CH:21][CH:20]=2)[N:6]([CH:8]([C:13]2[CH:18]=[CH:17][CH:16]=[CH:15][CH:14]=2)[CH2:9][OH:11])[CH:7]=1. The catalyst class is: 5. (5) Reactant: C(OC(=O)C)(=[O:3])C.[CH2:8]([N:10]([CH2:13][CH3:14])[CH2:11][CH3:12])C.[C:15]([O:19][C:20]([CH2:22][NH:23]CCNC)=[O:21])([CH3:18])([CH3:17])[CH3:16]. Product: [C:15]([O:19][C:20]([CH2:22][NH:23][CH2:12][CH2:11][N:10]([CH3:8])[C:13](=[O:3])[CH3:14])=[O:21])([CH3:18])([CH3:17])[CH3:16]. The catalyst class is: 4.